From a dataset of Reaction yield outcomes from USPTO patents with 853,638 reactions. Predict the reaction yield, written as a fraction of the theoretical maximum amount of product (1.0 means a 100% yield; for example, 0.34 means a 34% yield). (1) The reactants are Cl[C:2]1[C:7]2[C:8](=[O:24])[N:9]([CH2:13][C:14]3[CH:19]=[CH:18][C:17]([O:20][CH3:21])=[CH:16][C:15]=3[O:22][CH3:23])[C:10]([CH3:12])([CH3:11])[C:6]=2[C:5]([F:25])=[C:4]([NH:26][C@@H:27]2[CH2:32][CH2:31][CH2:30][CH2:29][C@@H:28]2[NH:33][C:34](=[O:40])[O:35][C:36]([CH3:39])([CH3:38])[CH3:37])[N:3]=1.C([O-])([O-])=O.[Na+].[Na+].[CH3:47][N:48]1[CH:52]=[C:51](B2OC(C)(C)C(C)(C)O2)[CH:50]=[N:49]1. The catalyst is Cl[Pd](Cl)([P](C1C=CC=CC=1)(C1C=CC=CC=1)C1C=CC=CC=1)[P](C1C=CC=CC=1)(C1C=CC=CC=1)C1C=CC=CC=1.CN(C=O)C. The product is [CH3:23][O:22][C:15]1[CH:16]=[C:17]([O:20][CH3:21])[CH:18]=[CH:19][C:14]=1[CH2:13][N:9]1[C:10]([CH3:12])([CH3:11])[C:6]2[C:5]([F:25])=[C:4]([NH:26][C@@H:27]3[CH2:32][CH2:31][CH2:30][CH2:29][C@@H:28]3[NH:33][C:34](=[O:40])[O:35][C:36]([CH3:38])([CH3:39])[CH3:37])[N:3]=[C:2]([C:51]3[CH:50]=[N:49][N:48]([CH3:47])[CH:52]=3)[C:7]=2[C:8]1=[O:24]. The yield is 0.180. (2) The reactants are C1(N=[C:8]=[N:9][CH:10]2[CH2:15]CCCC2)CCCCC1.Cl[C:17](F)(F)[C:18]([NH:20][C:21]1[CH:26]=[CH:25][CH:24]=[C:23]([C:27]#[C:28][C:29]2[C:30]([NH:35][C:36]3[CH:41]=[CH:40][C:39]([O:42][CH2:43][C:44]4[CH:49]=[CH:48][CH:47]=[C:46]([F:50])[CH:45]=4)=[C:38]([Cl:51])[CH:37]=3)=[N:31][CH:32]=[N:33][CH:34]=2)[N:22]=1)=[O:19].Cl[CH2:55]CCl. The catalyst is CN(C1C=CN=CC=1)C. The product is [Cl:51][C:38]1[CH:37]=[C:36]([CH:41]=[CH:40][C:39]=1[O:42][CH2:43][C:44]1[CH:49]=[CH:48][CH:47]=[C:46]([F:50])[CH:45]=1)[NH:35][C:30]1[C:29]([C:28]#[C:27][C:23]2[N:22]=[C:21]([NH:20][C:18](=[O:19])[CH2:17][CH2:15][CH2:10][N:9]([CH3:8])[CH3:55])[CH:26]=[CH:25][CH:24]=2)=[CH:34][N:33]=[CH:32][N:31]=1. The yield is 0.310. (3) The reactants are [N:1]1([C:10](=[N:28][C:29]2[CH:34]=[CH:33][CH:32]=[CH:31][CH:30]=2)[C:11]2[C:16](=[O:17])[CH:15]=[CH:14][N:13]([C:18]3[CH:23]=[CH:22][CH:21]=[C:20]([C:24]([F:27])([F:26])[F:25])[CH:19]=3)[N:12]=2)C2C=CC=CC=2[N:3]=[N:2]1.[N-]=[N+]=[N-].[Na+].FC(F)(F)C(O)=O. The catalyst is [Br-].C([N+](CCCC)(CCCC)CCCC)CCC.C(Cl)Cl.O. The product is [C:29]1([N:28]2[C:10]([C:11]3[C:16](=[O:17])[CH:15]=[CH:14][N:13]([C:18]4[CH:23]=[CH:22][CH:21]=[C:20]([C:24]([F:27])([F:26])[F:25])[CH:19]=4)[N:12]=3)=[N:1][N:2]=[N:3]2)[CH:34]=[CH:33][CH:32]=[CH:31][CH:30]=1. The yield is 0.560.